From a dataset of Drug-target binding data from BindingDB using IC50 measurements. Regression. Given a target protein amino acid sequence and a drug SMILES string, predict the binding affinity score between them. We predict pIC50 (pIC50 = -log10(IC50 in M); higher means more potent). Dataset: bindingdb_ic50. The small molecule is NC(=O)c1c2n(c3c(N4CCN(CCc5ccc(F)c(F)c5)CC4)ncnc13)CCCC2. The target protein (P06795) has sequence MEFEENLKGRADKNFSKMGKKSKKEKKEKKPAVGVFGMFRYADWLDKLCMILGTLAAIIHGTLLPLLMLVFGNMTDSFTKAEASILPSITNQSGPNSTLIISNSSLEEEMAIYAYYYTGIGAGVLIVAYIQVSLWCLAAGRQIHKIRQKFFHAIMNQEIGWFDVHDVGELNTRLTDDVSKINDGIGDKIGMFFQSITTFLAGFIIGFISGWKLTLVILAVSPLIGLSSALWAKVLTSFTNKELQAYAKAGAVAEEVLAAIRTVIAFGGQQKELERYNKNLEEAKNVGIKKAITASISIGIAYLLVYASYALAFWYGTSLVLSNEYSIGEVLTVFFSILLGTFSIGHLAPNIEAFANARGAAFEIFKIIDNEPSIDSFSTKGYKPDSIMGNLEFKNVHFNYPSRSEVQILKGLNLKVKSGQTVALVGNSGCGKSTTVQLMQRLYDPLEGVVSIDGQDIRTINVRYLREIIGVVSQEPVLFATTIAENIRYGREDVTMDEIE.... The pIC50 is 4.3.